This data is from Peptide-MHC class I binding affinity with 185,985 pairs from IEDB/IMGT. The task is: Regression. Given a peptide amino acid sequence and an MHC pseudo amino acid sequence, predict their binding affinity value. This is MHC class I binding data. The peptide sequence is LLDEPTNHL. The binding affinity (normalized) is 1.00. The MHC is HLA-A02:11 with pseudo-sequence HLA-A02:11.